Dataset: Reaction yield outcomes from USPTO patents with 853,638 reactions. Task: Predict the reaction yield, written as a fraction of the theoretical maximum amount of product (1.0 means a 100% yield; for example, 0.34 means a 34% yield). The reactants are [F:1][C:2]1[CH:7]=[CH:6][C:5]([S:8]([C:11]2[CH:12]=[CH:13][C:14]([CH2:21][CH2:22][CH3:23])=[C:15]([S:17](Cl)(=[O:19])=[O:18])[CH:16]=2)(=[O:10])=[O:9])=[CH:4][CH:3]=1.[O:24]1[CH2:29][CH2:28][CH:27]([CH2:30][NH2:31])[CH2:26][CH2:25]1. No catalyst specified. The product is [F:1][C:2]1[CH:7]=[CH:6][C:5]([S:8]([C:11]2[CH:12]=[CH:13][C:14]([CH2:21][CH2:22][CH3:23])=[C:15]([S:17]([NH:31][CH2:30][CH:27]3[CH2:28][CH2:29][O:24][CH2:25][CH2:26]3)(=[O:19])=[O:18])[CH:16]=2)(=[O:10])=[O:9])=[CH:4][CH:3]=1. The yield is 0.870.